Dataset: Catalyst prediction with 721,799 reactions and 888 catalyst types from USPTO. Task: Predict which catalyst facilitates the given reaction. (1) Reactant: CS(O[CH2:6][CH2:7][N:8]1[CH:12]=[C:11]([C:13]2[CH:18]=[C:17]([C:19]([O:21][CH3:22])=[O:20])[CH:16]=[CH:15][N:14]=2)[N:10]=[CH:9]1)(=O)=O.[CH3:23][NH:24][CH2:25][C:26]1[CH:31]=[CH:30][CH:29]=[CH:28][CH:27]=1. Product: [CH2:25]([N:24]([CH3:23])[CH2:6][CH2:7][N:8]1[CH:12]=[C:11]([C:13]2[CH:18]=[C:17]([C:19]([O:21][CH3:22])=[O:20])[CH:16]=[CH:15][N:14]=2)[N:10]=[CH:9]1)[C:26]1[CH:31]=[CH:30][CH:29]=[CH:28][CH:27]=1. The catalyst class is: 11. (2) Reactant: [Cl:1][C:2]1[C:3]([F:31])=[C:4]([CH:8]2[C:12]([C:15]3[CH:20]=[CH:19][C:18]([Cl:21])=[CH:17][C:16]=3[F:22])([C:13]#[N:14])[CH:11]([CH2:23][C:24]([CH3:27])([CH3:26])[CH3:25])[NH:10][CH:9]2[C:28]([OH:30])=O)[CH:5]=[CH:6][CH:7]=1.[CH3:32][N:33](C(ON1N=NC2C=CC=NC1=2)=[N+](C)C)C.F[P-](F)(F)(F)(F)F.CCN(C(C)C)C(C)C.Br.[NH:66]1[C:70](NC)=[N:69][N:68]=[N:67]1. Product: [NH:69]1[C:70]([CH2:32][NH:33][C:28]([CH:9]2[CH:8]([C:4]3[CH:5]=[CH:6][CH:7]=[C:2]([Cl:1])[C:3]=3[F:31])[C:12]([C:15]3[CH:20]=[CH:19][C:18]([Cl:21])=[CH:17][C:16]=3[F:22])([C:13]#[N:14])[CH:11]([CH2:23][C:24]([CH3:25])([CH3:27])[CH3:26])[NH:10]2)=[O:30])=[N:66][N:67]=[N:68]1. The catalyst class is: 2. (3) Reactant: [F:1][P-:2]([F:7])([F:6])([F:5])([F:4])[F:3].F[C:9]1[CH:14]=[CH:13][C:12]([C:15]2[CH:16]=[CH:17][CH:18]=[C:19]3[C:28]=2[S:27][C:26]2[CH:25]=[CH:24][CH:23]=[CH:22][C:21]=2[SH+:20]3)=[CH:11][CH:10]=1.[OH:29][CH2:30][CH:31]([CH2:33][OH:34])[OH:32].[OH-].[K+].O. Product: [F:1][P-:2]([F:7])([F:6])([F:5])([F:4])[F:3].[OH:32][CH:31]([CH2:33][OH:34])[CH2:30][O:29][C:9]1[CH:14]=[CH:13][C:12]([C:15]2[CH:16]=[CH:17][CH:18]=[C:19]3[C:28]=2[S:27][C:26]2[CH:25]=[CH:24][CH:23]=[CH:22][C:21]=2[SH+:20]3)=[CH:11][CH:10]=1. The catalyst class is: 4. (4) Reactant: [CH3:1][C:2]1[N:11]=[C:10]2[C:5]([CH:6]=[C:7]([C:18]3[CH:23]=[CH:22][CH:21]=[CH:20][CH:19]=3)[C:8]([C:12]3[CH:17]=[CH:16][CH:15]=[CH:14][CH:13]=3)=[N:9]2)=[CH:4][CH:3]=1. Product: [CH3:1][CH:2]1[CH2:3][CH2:4][C:5]2[C:10](=[N:9][C:8]([C:12]3[CH:17]=[CH:16][CH:15]=[CH:14][CH:13]=3)=[C:7]([C:18]3[CH:23]=[CH:22][CH:21]=[CH:20][CH:19]=3)[CH:6]=2)[NH:11]1. The catalyst class is: 29. (5) The catalyst class is: 2. Product: [C:1]([C:3]1[CH:8]=[CH:7][C:6]([N:9]([CH2:16][C:17]([F:20])([F:19])[F:18])[CH2:10][CH:11]([CH3:15])[C:12]([NH2:32])=[O:14])=[CH:5][C:4]=1[C:21]([F:23])([F:24])[F:22])#[N:2]. Reactant: [C:1]([C:3]1[CH:8]=[CH:7][C:6]([N:9]([CH2:16][C:17]([F:20])([F:19])[F:18])[CH2:10][CH:11]([CH3:15])[C:12]([OH:14])=O)=[CH:5][C:4]=1[C:21]([F:24])([F:23])[F:22])#[N:2].C(Cl)(=O)C(Cl)=O.C[N:32](C=O)C.[NH4+].[OH-].